Predict which catalyst facilitates the given reaction. From a dataset of Catalyst prediction with 721,799 reactions and 888 catalyst types from USPTO. (1) Reactant: Br[C:2]1[CH:3]=[C:4]2[O:10][C:9](=[O:11])[NH:8][C:5]2=[N:6][CH:7]=1.[B:12]1([B:12]2[O:16][C:15]([CH3:18])([CH3:17])[C:14]([CH3:20])([CH3:19])[O:13]2)[O:16][C:15]([CH3:18])([CH3:17])[C:14]([CH3:20])([CH3:19])[O:13]1.C(Cl)Cl.CC([O-])=O.[K+]. The catalyst class is: 75. Product: [CH3:19][C:14]1([CH3:20])[C:15]([CH3:18])([CH3:17])[O:16][B:12]([C:2]2[CH:3]=[C:4]3[O:10][C:9](=[O:11])[NH:8][C:5]3=[N:6][CH:7]=2)[O:13]1. (2) Reactant: Cl[CH2:2][CH:3]([NH:8][C:9]([C:11]1[C:19]2[N:18]([CH2:20][C:21]3[CH:26]=[CH:25][C:24]([C:27]4[CH:32]=[CH:31][CH:30]=[CH:29][C:28]=4[C:33]4[NH:37][N:36]=[N:35][N:34]=4)=[CH:23][CH:22]=3)[C:17]([O:38][CH2:39][CH3:40])=[N:16][C:15]=2[CH:14]=[CH:13][CH:12]=1)=[O:10])[CH2:4][CH:5]([CH3:7])[CH3:6].[C:41]([O-:44])(=[S:43])[CH3:42]. Product: [CH2:39]([O:38][C:17]1[N:18]([CH2:20][C:21]2[CH:26]=[CH:25][C:24]([C:27]3[CH:32]=[CH:31][CH:30]=[CH:29][C:28]=3[C:33]3[NH:37][N:36]=[N:35][N:34]=3)=[CH:23][CH:22]=2)[C:19]2[C:11]([C:9]([NH:8][CH:3]([CH2:4][CH:5]([CH3:7])[CH3:6])[CH2:2][S:43][C:41](=[O:44])[CH3:42])=[O:10])=[CH:12][CH:13]=[CH:14][C:15]=2[N:16]=1)[CH3:40]. The catalyst class is: 23. (3) The catalyst class is: 8. Product: [O:1]1[CH2:6][CH2:5][N:4]([C:7](=[O:28])[CH2:8][C:9]2[CH:26]=[CH:25][C:12]3[CH2:13][CH2:14][N:15]([C:18]([O:20][C:21]([CH3:24])([CH3:23])[CH3:22])=[O:19])[CH2:16][CH2:17][C:11]=3[CH:10]=2)[CH2:3][CH2:2]1. Reactant: [O:1]1[CH2:6][CH2:5][N:4]([C:7](=S)[CH2:8][C:9]2[CH:26]=[CH:25][C:12]3[CH2:13][CH2:14][N:15]([C:18]([O:20][C:21]([CH3:24])([CH3:23])[CH3:22])=[O:19])[CH2:16][CH2:17][C:11]=3[CH:10]=2)[CH2:3][CH2:2]1.[OH-:28].[K+].O.C(Cl)Cl. (4) Reactant: [F:1][C:2]1[C:3]([N:8]2[C:12]([CH2:13][C:14]3[N:19]=[CH:18][N:17]4[N:20]=[C:21]([CH2:23]O)[N:22]=[C:16]4[C:15]=3[CH2:25][CH2:26][CH3:27])=[CH:11][CH:10]=[N:9]2)=[N:4][CH:5]=[CH:6][CH:7]=1.O=S(Cl)[Cl:30].C([O-])(O)=O.[Na+]. Product: [Cl:30][CH2:23][C:21]1[N:22]=[C:16]2[N:17]([CH:18]=[N:19][C:14]([CH2:13][C:12]3[N:8]([C:3]4[C:2]([F:1])=[CH:7][CH:6]=[CH:5][N:4]=4)[N:9]=[CH:10][CH:11]=3)=[C:15]2[CH2:25][CH2:26][CH3:27])[N:20]=1. The catalyst class is: 2. (5) Reactant: [S:1]1[CH:5]=[CH:4][N:3]=[C:2]1[C:6]1[CH:23]=[CH:22][CH:21]=[CH:20][C:7]=1[CH2:8][N:9]1C(=O)C2C(=CC=CC=2)C1=O.O.NN. Product: [S:1]1[CH:5]=[CH:4][N:3]=[C:2]1[C:6]1[CH:23]=[CH:22][CH:21]=[CH:20][C:7]=1[CH2:8][NH2:9]. The catalyst class is: 8.